Dataset: Forward reaction prediction with 1.9M reactions from USPTO patents (1976-2016). Task: Predict the product of the given reaction. Given the reactants Cl[C:2]1[C:7]([C:8]([F:11])([F:10])[F:9])=[CH:6][CH:5]=[C:4]([C:12]2[CH:17]=[CH:16][C:15]([CH2:18][CH3:19])=[CH:14][CH:13]=2)[N:3]=1.[NH2:20][CH2:21][CH2:22][CH2:23][OH:24], predict the reaction product. The product is: [CH2:18]([C:15]1[CH:16]=[CH:17][C:12]([C:4]2[N:3]=[C:2]([NH:20][CH2:21][CH2:22][CH2:23][OH:24])[C:7]([C:8]([F:11])([F:10])[F:9])=[CH:6][CH:5]=2)=[CH:13][CH:14]=1)[CH3:19].